Dataset: Catalyst prediction with 721,799 reactions and 888 catalyst types from USPTO. Task: Predict which catalyst facilitates the given reaction. Reactant: Br[C:2]1[S:3][C:4]([C:7]([O:9][CH3:10])=[O:8])=[CH:5][N:6]=1.[NH:11]1[CH2:15][CH2:14][CH:13]([OH:16])[CH2:12]1.C1CCN2C(=NCCC2)CC1. Product: [OH:16][CH:13]1[CH2:14][CH2:15][N:11]([C:2]2[S:3][C:4]([C:7]([O:9][CH3:10])=[O:8])=[CH:5][N:6]=2)[CH2:12]1. The catalyst class is: 38.